Dataset: Peptide-MHC class II binding affinity with 134,281 pairs from IEDB. Task: Regression. Given a peptide amino acid sequence and an MHC pseudo amino acid sequence, predict their binding affinity value. This is MHC class II binding data. (1) The binding affinity (normalized) is 0.479. The peptide sequence is GGESFGIVVAWKVRL. The MHC is DRB1_0301 with pseudo-sequence DRB1_0301. (2) The peptide sequence is MVFILLPQRNQMLSV. The MHC is DRB1_0701 with pseudo-sequence DRB1_0701. The binding affinity (normalized) is 0.516.